This data is from Full USPTO retrosynthesis dataset with 1.9M reactions from patents (1976-2016). The task is: Predict the reactants needed to synthesize the given product. Given the product [Br:1][C:2]1[C:11]2[C:6](=[C:7]([F:14])[CH:8]=[C:9]([O:12][CH3:13])[CH:10]=2)[N:5]=[CH:4][C:3]=1[C:15]([OH:17])=[O:16], predict the reactants needed to synthesize it. The reactants are: [Br:1][C:2]1[C:11]2[C:6](=[C:7]([F:14])[CH:8]=[C:9]([O:12][CH3:13])[CH:10]=2)[N:5]=[CH:4][C:3]=1[C:15]([O:17]CC)=[O:16].[OH-].[Na+].Cl.